From a dataset of NCI-60 drug combinations with 297,098 pairs across 59 cell lines. Regression. Given two drug SMILES strings and cell line genomic features, predict the synergy score measuring deviation from expected non-interaction effect. (1) Drug 1: C1CCN(CC1)CCOC2=CC=C(C=C2)C(=O)C3=C(SC4=C3C=CC(=C4)O)C5=CC=C(C=C5)O. Drug 2: C1CNP(=O)(OC1)N(CCCl)CCCl. Cell line: MDA-MB-231. Synergy scores: CSS=-2.03, Synergy_ZIP=2.51, Synergy_Bliss=-0.141, Synergy_Loewe=-2.70, Synergy_HSA=-4.02. (2) Drug 1: C1C(C(OC1N2C=NC3=C(N=C(N=C32)Cl)N)CO)O. Drug 2: C1CN1C2=NC(=NC(=N2)N3CC3)N4CC4. Cell line: SNB-19. Synergy scores: CSS=24.8, Synergy_ZIP=-11.3, Synergy_Bliss=-0.569, Synergy_Loewe=-0.407, Synergy_HSA=3.62. (3) Drug 1: C1=CC(=CC=C1C#N)C(C2=CC=C(C=C2)C#N)N3C=NC=N3. Drug 2: B(C(CC(C)C)NC(=O)C(CC1=CC=CC=C1)NC(=O)C2=NC=CN=C2)(O)O. Cell line: SK-OV-3. Synergy scores: CSS=27.2, Synergy_ZIP=3.80, Synergy_Bliss=7.15, Synergy_Loewe=-10.7, Synergy_HSA=3.37. (4) Drug 1: CN1C2=C(C=C(C=C2)N(CCCl)CCCl)N=C1CCCC(=O)O.Cl. Drug 2: CN(CCCl)CCCl.Cl. Cell line: HCT-15. Synergy scores: CSS=35.5, Synergy_ZIP=4.33, Synergy_Bliss=7.16, Synergy_Loewe=-28.8, Synergy_HSA=0.300. (5) Drug 1: CC1=C2C(C(=O)C3(C(CC4C(C3C(C(C2(C)C)(CC1OC(=O)C(C(C5=CC=CC=C5)NC(=O)OC(C)(C)C)O)O)OC(=O)C6=CC=CC=C6)(CO4)OC(=O)C)OC)C)OC. Drug 2: C1=CN(C=N1)CC(O)(P(=O)(O)O)P(=O)(O)O. Cell line: M14. Synergy scores: CSS=25.7, Synergy_ZIP=-5.05, Synergy_Bliss=-8.67, Synergy_Loewe=-27.0, Synergy_HSA=-8.63. (6) Drug 1: C1=C(C(=O)NC(=O)N1)F. Drug 2: CC1C(C(=O)NC(C(=O)N2CCCC2C(=O)N(CC(=O)N(C(C(=O)O1)C(C)C)C)C)C(C)C)NC(=O)C3=C4C(=C(C=C3)C)OC5=C(C(=O)C(=C(C5=N4)C(=O)NC6C(OC(=O)C(N(C(=O)CN(C(=O)C7CCCN7C(=O)C(NC6=O)C(C)C)C)C)C(C)C)C)N)C. Cell line: RPMI-8226. Synergy scores: CSS=75.5, Synergy_ZIP=0.474, Synergy_Bliss=-5.34, Synergy_Loewe=-5.40, Synergy_HSA=-5.40. (7) Synergy scores: CSS=49.6, Synergy_ZIP=-0.357, Synergy_Bliss=-0.572, Synergy_Loewe=-17.7, Synergy_HSA=-0.414. Cell line: CCRF-CEM. Drug 2: CC=C1C(=O)NC(C(=O)OC2CC(=O)NC(C(=O)NC(CSSCCC=C2)C(=O)N1)C(C)C)C(C)C. Drug 1: C1=CC(=CC=C1CC(C(=O)O)N)N(CCCl)CCCl.Cl. (8) Drug 1: C1=NC(=NC(=O)N1C2C(C(C(O2)CO)O)O)N. Drug 2: CN(CCCl)CCCl.Cl. Cell line: SNB-19. Synergy scores: CSS=16.7, Synergy_ZIP=-9.90, Synergy_Bliss=-1.41, Synergy_Loewe=-6.66, Synergy_HSA=-0.510. (9) Drug 1: CN1CCC(CC1)COC2=C(C=C3C(=C2)N=CN=C3NC4=C(C=C(C=C4)Br)F)OC. Drug 2: C1=CC=C(C(=C1)C(C2=CC=C(C=C2)Cl)C(Cl)Cl)Cl. Cell line: 786-0. Synergy scores: CSS=16.0, Synergy_ZIP=4.74, Synergy_Bliss=10.2, Synergy_Loewe=4.00, Synergy_HSA=10.1. (10) Drug 1: C1CN1P(=S)(N2CC2)N3CC3. Drug 2: CC1=C(C=C(C=C1)NC(=O)C2=CC=C(C=C2)CN3CCN(CC3)C)NC4=NC=CC(=N4)C5=CN=CC=C5. Cell line: RPMI-8226. Synergy scores: CSS=16.3, Synergy_ZIP=-8.82, Synergy_Bliss=-4.44, Synergy_Loewe=-0.430, Synergy_HSA=-0.0524.